This data is from Full USPTO retrosynthesis dataset with 1.9M reactions from patents (1976-2016). The task is: Predict the reactants needed to synthesize the given product. (1) Given the product [CH2:22]([NH:21][C:19]([NH:18][C:3]1[C:2]([C:2]2[CH:3]=[N:4][CH:5]=[C:6]([C:44]([OH:45])=[O:47])[CH:7]=2)=[C:7]([C:8]2[S:9][CH:10]=[C:11]([C:13]([F:16])([F:15])[F:14])[N:12]=2)[C:6]([C:32]2[CH:33]=[N:34][CH:35]=[C:36]([C:37]([OH:39])=[O:38])[CH:42]=2)=[CH:5][N:4]=1)=[O:20])[CH3:23], predict the reactants needed to synthesize it. The reactants are: Br[C:2]1[C:3]([NH:18][C:19]([NH:21][CH2:22][CH3:23])=[O:20])=[N:4][CH:5]=[C:6](Br)[C:7]=1[C:8]1[S:9][CH:10]=[C:11]([C:13]([F:16])([F:15])[F:14])[N:12]=1.CC1(C)C(C)(C)OB([C:32]2[CH:33]=[N:34][CH:35]=[C:36]([CH:42]=2)[C:37]([O:39]CC)=[O:38])O1.[C:44](=[O:47])([O-])[O-:45].[K+].[K+].[OH-].[Li+]. (2) Given the product [Cl:1][C:2]1[C:3]([NH:33][C:34]2[CH:38]=[C:37]([CH3:39])[NH:36][N:35]=2)=[N:4][C:5]([NH:8][C:9]2[C:14]([CH3:15])=[CH:13][C:12]([CH:16]3[CH2:21][CH2:20][NH:19][C:18](=[O:31])[CH2:17]3)=[C:11]([CH3:32])[CH:10]=2)=[N:6][CH:7]=1, predict the reactants needed to synthesize it. The reactants are: [Cl:1][C:2]1[C:3]([NH:33][C:34]2[CH:38]=[C:37]([CH3:39])[NH:36][N:35]=2)=[N:4][C:5]([NH:8][C:9]2[C:14]([CH3:15])=[CH:13][C:12]([CH:16]3[CH2:21][CH2:20][N:19](CC4C=CC(OC)=CC=4)[C:18](=[O:31])[CH2:17]3)=[C:11]([CH3:32])[CH:10]=2)=[N:6][CH:7]=1. (3) Given the product [CH:29]1([CH2:28][C:20]([NH:19][C:10]([C:7]2[CH:6]=[C:5]([O:13][CH2:14][C:15]([F:18])([F:17])[F:16])[C:4]([CH:1]3[CH2:2][CH2:3]3)=[CH:9][N:8]=2)=[O:12])([CH3:32])[C:21]([O:23][C:24]([CH3:26])([CH3:25])[CH3:27])=[O:22])[CH2:31][CH2:30]1, predict the reactants needed to synthesize it. The reactants are: [CH:1]1([C:4]2[C:5]([O:13][CH2:14][C:15]([F:18])([F:17])[F:16])=[CH:6][C:7]([C:10]([OH:12])=O)=[N:8][CH:9]=2)[CH2:3][CH2:2]1.[NH2:19][C:20]([CH3:32])([CH2:28][CH:29]1[CH2:31][CH2:30]1)[C:21]([O:23][C:24]([CH3:27])([CH3:26])[CH3:25])=[O:22]. (4) Given the product [C:1]([N:4]1[C:12]2[C:7](=[CH:8][CH:9]=[C:10]([NH:13][C:29]([CH:24]3[CH2:23][CH2:22][C:21]4[N:20]=[C:19]([C:16]([CH3:18])([CH3:17])[C:15]([F:33])([F:32])[F:14])[CH:28]=[CH:27][C:26]=4[CH2:25]3)=[O:30])[CH:11]=2)[CH2:6][CH2:5]1)(=[O:3])[CH3:2], predict the reactants needed to synthesize it. The reactants are: [C:1]([N:4]1[C:12]2[C:7](=[CH:8][CH:9]=[C:10]([NH2:13])[CH:11]=2)[CH2:6][CH2:5]1)(=[O:3])[CH3:2].[F:14][C:15]([F:33])([F:32])[C:16]([C:19]1[CH:28]=[CH:27][C:26]2[CH2:25][C@H:24]([C:29](O)=[O:30])[CH2:23][CH2:22][C:21]=2[N:20]=1)([CH3:18])[CH3:17].CN(C(ON1N=NC2C=CC=NC1=2)=[N+](C)C)C.F[P-](F)(F)(F)(F)F.C(N(CC)C(C)C)(C)C. (5) Given the product [NH2:84][C:2]1[C:7]([CH3:8])=[C:6]([CH2:9][N:10]2[CH2:15][CH2:14][N:13]([C:16](=[O:18])[CH3:17])[CH2:12][CH2:11]2)[CH:5]=[CH:4][N:3]=1, predict the reactants needed to synthesize it. The reactants are: Cl[C:2]1[C:7]([CH3:8])=[C:6]([CH2:9][N:10]2[CH2:15][CH2:14][N:13]([C:16](=[O:18])[CH3:17])[CH2:12][CH2:11]2)[CH:5]=[CH:4][N:3]=1.CC([O-])(C)C.[Na+].C1C=CC(P(C2C(C3C(P(C4C=CC=CC=4)C4C=CC=CC=4)=CC=C4C=3C=CC=C4)=C3C(C=CC=C3)=CC=2)C2C=CC=CC=2)=CC=1.C(=[NH:84])(C1C=CC=CC=1)C1C=CC=CC=1.